From a dataset of Reaction yield outcomes from USPTO patents with 853,638 reactions. Predict the reaction yield, written as a fraction of the theoretical maximum amount of product (1.0 means a 100% yield; for example, 0.34 means a 34% yield). (1) The reactants are [NH2:1][C:2]1[C:7]([C:8]([C:10]2[CH:11]=[N:12][C:13](F)=[CH:14][CH:15]=2)=[O:9])=[CH:6][C:5]([Br:17])=[CH:4][N:3]=1.[CH3:18][O:19][CH2:20][CH2:21][NH2:22].C(N(CC)CC)C. The catalyst is CCO.O. The product is [NH2:1][C:2]1[C:7]([C:8]([C:10]2[CH:11]=[N:12][C:13]([NH:22][CH2:21][CH2:20][O:19][CH3:18])=[CH:14][CH:15]=2)=[O:9])=[CH:6][C:5]([Br:17])=[CH:4][N:3]=1. The yield is 0.860. (2) The reactants are [NH2:1][C@@H:2]([CH:6]([CH3:8])[CH3:7])[C:3]([OH:5])=[O:4].[OH-].[Na+].Cl[C:12]([O:14][CH3:15])=[O:13]. The catalyst is O1CCOCC1. The product is [CH3:15][O:14][C:12]([NH:1][C@@H:2]([CH:6]([CH3:8])[CH3:7])[C:3]([OH:5])=[O:4])=[O:13]. The yield is 0.940. (3) The reactants are F[C:2]1[CH:9]=[CH:8][C:7]([N+:10]([O-:12])=[O:11])=[CH:6][C:3]=1[CH2:4][OH:5].[CH3:13][N:14]1[CH2:19][CH2:18][NH:17][CH2:16][CH2:15]1. The catalyst is C1COCC1. The product is [CH3:13][N:14]1[CH2:19][CH2:18][N:17]([C:2]2[CH:9]=[CH:8][C:7]([N+:10]([O-:12])=[O:11])=[CH:6][C:3]=2[CH2:4][OH:5])[CH2:16][CH2:15]1. The yield is 0.940. (4) The reactants are [CH3:1][Si]([N-][Si](C)(C)C)(C)C.[Na+].[CH3:11][O:12][C:13]1[CH:51]=[CH:50][C:16]([CH2:17][O:18][CH2:19][C@H:20]([CH3:49])[C@H:21]([O:41][Si:42]([C:45]([CH3:48])([CH3:47])[CH3:46])([CH3:44])[CH3:43])[C@@H:22]([CH3:40])[CH2:23][CH2:24][C:25]([N:27]2[C@H:31]([CH2:32][C:33]3[CH:38]=[CH:37][CH:36]=[CH:35][CH:34]=3)[CH2:30][O:29][C:28]2=[O:39])=[O:26])=[CH:15][CH:14]=1.CI. The catalyst is C1COCC1. The product is [CH3:11][O:12][C:13]1[CH:51]=[CH:50][C:16]([CH2:17][O:18][CH2:19][C@H:20]([CH3:49])[C@H:21]([O:41][Si:42]([C:45]([CH3:46])([CH3:48])[CH3:47])([CH3:44])[CH3:43])[C@@H:22]([CH3:40])[CH2:23][C@@H:24]([CH3:1])[C:25]([N:27]2[C@H:31]([CH2:32][C:33]3[CH:34]=[CH:35][CH:36]=[CH:37][CH:38]=3)[CH2:30][O:29][C:28]2=[O:39])=[O:26])=[CH:15][CH:14]=1. The yield is 0.740. (5) The reactants are [BH-](OC(C)=O)(OC(C)=O)OC(C)=O.[Na+].[NH:15]1[CH2:19][CH2:18][CH2:17][CH2:16]1.[CH3:20][C:21]1[CH:22]=[C:23]([CH:26]=[C:27]([CH3:30])[C:28]=1[OH:29])[CH:24]=O.Cl. The catalyst is C(Cl)Cl. The product is [CH3:20][C:21]1[CH:22]=[C:23]([CH2:24][N:15]2[CH2:19][CH2:18][CH2:17][CH2:16]2)[CH:26]=[C:27]([CH3:30])[C:28]=1[OH:29]. The yield is 0.820. (6) The catalyst is C(Cl)(Cl)Cl. The yield is 0.850. The product is [CH3:1][O:2][C:3]1[C:19]([O:20][CH3:21])=[C:18]([O:22][CH3:23])[CH:17]=[C:16]([CH3:24])[C:4]=1[C:5]([C:7]1[C:12]([O:13][CH3:14])=[CH:11][N+:10]([O-:33])=[CH:9][C:8]=1[Cl:15])=[O:6]. The reactants are [CH3:1][O:2][C:3]1[C:19]([O:20][CH3:21])=[C:18]([O:22][CH3:23])[CH:17]=[C:16]([CH3:24])[C:4]=1[C:5]([C:7]1[C:12]([O:13][CH3:14])=[CH:11][N:10]=[CH:9][C:8]=1[Cl:15])=[O:6].ClC1C=CC=C(C(OO)=[O:33])C=1.[OH-].[Na+]. (7) The reactants are [C:1]1([C:20]2[CH:25]=[CH:24][CH:23]=[CH:22][CH:21]=2)[CH:6]=[CH:5][C:4]([CH2:7][N:8]2[CH:16]=[C:15]3[C:10]([N:11]=[C:12](Cl)[N:13]([CH3:18])[C:14]3=[O:17])=[N:9]2)=[CH:3][CH:2]=1.[NH2:26][C:27]([CH3:31])([CH3:30])[CH2:28][OH:29]. The catalyst is CN(C=O)C. The product is [C:1]1([C:20]2[CH:25]=[CH:24][CH:23]=[CH:22][CH:21]=2)[CH:6]=[CH:5][C:4]([CH2:7][N:8]2[CH:16]=[C:15]3[C:10]([N:11]=[C:12]([NH:26][C:27]([CH3:31])([CH3:30])[CH2:28][OH:29])[N:13]([CH3:18])[C:14]3=[O:17])=[N:9]2)=[CH:3][CH:2]=1. The yield is 0.710.